From a dataset of Catalyst prediction with 721,799 reactions and 888 catalyst types from USPTO. Predict which catalyst facilitates the given reaction. (1) Reactant: [Cl:1][C:2]1[C:11]([NH2:12])=[CH:10][C:9]([Cl:13])=[CH:8][C:3]=1[C:4]([O:6]C)=[O:5].CN(C(ON1N=NC2C=CC=NC1=2)=[N+](C)C)C.F[P-](F)(F)(F)(F)F.C1C=NC2N(O)N=NC=2C=1.[NH:48](C(OC(C)(C)C)=O)[C@H:49]([C:55]([O:57]C(C)(C)C)=[O:56])[CH2:50][CH2:51][C:52](=O)[OH:53].Cl.C(N(CC)CC)C. Product: [Cl:1][C:2]1[C:11]([NH:12][C:52](=[O:53])[CH2:51][CH2:50][C@@H:49]([C:55]([OH:57])=[O:56])[NH2:48])=[CH:10][C:9]([Cl:13])=[CH:8][C:3]=1[C:4]([OH:6])=[O:5]. The catalyst class is: 4. (2) Reactant: Br[C:2]1[S:3][C:4]([NH:12][CH3:13])=[C:5]([C:7]([O:9][CH2:10][CH3:11])=[O:8])[N:6]=1.[NH2:14][CH2:15][CH2:16][NH:17][C:18](=[O:24])[O:19][C:20]([CH3:23])([CH3:22])[CH3:21].CCOP(O)N(C(C)C)C(C)C. Product: [C:20]([O:19][C:18]([NH:17][CH2:16][CH2:15][NH:14][C:2]1[S:3][C:4]([NH:12][CH3:13])=[C:5]([C:7]([O:9][CH2:10][CH3:11])=[O:8])[N:6]=1)=[O:24])([CH3:23])([CH3:22])[CH3:21]. The catalyst class is: 12.